Dataset: Full USPTO retrosynthesis dataset with 1.9M reactions from patents (1976-2016). Task: Predict the reactants needed to synthesize the given product. (1) Given the product [Cl:19][C:2]1[C:11]2[C:6](=[CH:7][CH:8]=[C:9]([N+:12]([O-:14])=[O:13])[CH:10]=2)[N:5]=[CH:4][C:3]=1[C:15]#[N:16], predict the reactants needed to synthesize it. The reactants are: O[C:2]1[C:11]2[C:6](=[CH:7][CH:8]=[C:9]([N+:12]([O-:14])=[O:13])[CH:10]=2)[N:5]=[CH:4][C:3]=1[C:15]#[N:16].O=P(Cl)(Cl)[Cl:19]. (2) The reactants are: [F:1][CH2:2][CH2:3][O:4][C:5]1[N:23]=[C:22]([NH2:24])[C:21]([N+:25]([O-])=O)=[CH:20][C:6]=1[C:7]([NH:9][C@H:10]1[CH2:15][CH2:14][C@H:13]([C:16]([F:19])([F:18])[F:17])[CH2:12][CH2:11]1)=[O:8].CO. Given the product [NH2:25][C:21]1[C:22]([NH2:24])=[N:23][C:5]([O:4][CH2:3][CH2:2][F:1])=[C:6]([CH:20]=1)[C:7]([NH:9][C@H:10]1[CH2:11][CH2:12][C@H:13]([C:16]([F:18])([F:17])[F:19])[CH2:14][CH2:15]1)=[O:8], predict the reactants needed to synthesize it. (3) Given the product [ClH:1].[ClH:24].[F:12][C:9]1[CH:10]=[C:11]2[C:6](=[CH:7][C:8]=1[F:13])[NH:5][C:4]1[N:14]([C:18]3[CH:19]=[N:20][CH:21]=[CH:22][CH:23]=3)[N:15]=[C:16]([CH3:17])[C:3]=1[C:2]2=[O:27], predict the reactants needed to synthesize it. The reactants are: [Cl:1][C:2]1[C:11]2[C:6](=[CH:7][C:8]([F:13])=[C:9]([F:12])[CH:10]=2)[N:5]=[C:4]2[N:14]([C:18]3[CH:19]=[N:20][CH:21]=[CH:22][CH:23]=3)[N:15]=[C:16]([CH3:17])[C:3]=12.[ClH:24].C([OH:27])C.